The task is: Regression. Given a peptide amino acid sequence and an MHC pseudo amino acid sequence, predict their binding affinity value. This is MHC class I binding data.. This data is from Peptide-MHC class I binding affinity with 185,985 pairs from IEDB/IMGT. (1) The peptide sequence is IISTFHLSI. The MHC is HLA-A02:03 with pseudo-sequence HLA-A02:03. The binding affinity (normalized) is 0.757. (2) The peptide sequence is AVFGPFWIL. The MHC is HLA-A02:01 with pseudo-sequence HLA-A02:01. The binding affinity (normalized) is 0.365. (3) The peptide sequence is DTPLIPLTIF. The MHC is HLA-A26:01 with pseudo-sequence HLA-A26:01. The binding affinity (normalized) is 0.515. (4) The MHC is HLA-A11:01 with pseudo-sequence HLA-A11:01. The peptide sequence is RCFYVELIR. The binding affinity (normalized) is 0.00555. (5) The peptide sequence is EFKQILTDF. The MHC is HLA-B08:01 with pseudo-sequence HLA-B08:01. The binding affinity (normalized) is 0.196. (6) The peptide sequence is VHDTNATKL. The MHC is HLA-B46:01 with pseudo-sequence HLA-B46:01. The binding affinity (normalized) is 0.0847.